Dataset: Forward reaction prediction with 1.9M reactions from USPTO patents (1976-2016). Task: Predict the product of the given reaction. (1) Given the reactants [C:1]([O:5][C:6]([NH:8][C@H:9]([C:22]([O:24][CH3:25])=[O:23])[CH2:10][C:11]1[S:12][C:13]([CH2:16][CH2:17][CH2:18][CH:19]([OH:21])[CH3:20])=[CH:14][CH:15]=1)=[O:7])([CH3:4])([CH3:3])[CH3:2].[Cr](O[Cr]([O-])(=O)=O)([O-])(=O)=O.[NH+]1C=CC=CC=1.[NH+]1C=CC=CC=1, predict the reaction product. The product is: [C:1]([O:5][C:6]([NH:8][C@H:9]([C:22]([O:24][CH3:25])=[O:23])[CH2:10][C:11]1[S:12][C:13]([CH2:16][CH2:17][CH2:18][C:19](=[O:21])[CH3:20])=[CH:14][CH:15]=1)=[O:7])([CH3:4])([CH3:2])[CH3:3]. (2) Given the reactants [Cl:1][C:2]1[CH:3]=[C:4]2[C:9](=[CH:10][CH:11]=1)[N:8]=[CH:7][CH:6]=[C:5]2[CH2:12][N:13]1[C:21]([C:22]2[N:26]([CH3:27])[CH:25]=[N:24][N:23]=2)=[C:20]2[C:15]([N:16]([CH2:30][CH:31]([CH3:33])[CH3:32])[C:17](=[O:29])[NH:18][C:19]2=[O:28])=[N:14]1.Cl[CH2:35][CH2:36][N:37]1[CH2:42][CH2:41][O:40][CH2:39][CH2:38]1, predict the reaction product. The product is: [Cl:1][C:2]1[CH:3]=[C:4]2[C:9](=[CH:10][CH:11]=1)[N:8]=[CH:7][CH:6]=[C:5]2[CH2:12][N:13]1[C:21]([C:22]2[N:26]([CH3:27])[CH:25]=[N:24][N:23]=2)=[C:20]2[C:15]([N:16]([CH2:30][CH:31]([CH3:33])[CH3:32])[C:17](=[O:29])[N:18]([CH2:35][CH2:36][N:37]3[CH2:42][CH2:41][O:40][CH2:39][CH2:38]3)[C:19]2=[O:28])=[N:14]1. (3) Given the reactants [CH:1]([N:4]([CH3:8])[CH2:5][CH2:6][OH:7])([CH3:3])[CH3:2].F[C:10]1[CH:19]=[C:18]2[C:13]([C:14](=[O:20])[NH:15][CH:16]=[N:17]2)=[CH:12][CH:11]=1, predict the reaction product. The product is: [CH:1]([N:4]([CH3:8])[CH2:5][CH2:6][O:7][C:10]1[CH:19]=[C:18]2[C:13]([C:14](=[O:20])[NH:15][CH:16]=[N:17]2)=[CH:12][CH:11]=1)([CH3:3])[CH3:2]. (4) Given the reactants [NH2:1][C:2]1[CH:3]=[CH:4][CH:5]=[C:6]2[C:11]=1[N:10]=[CH:9][CH:8]=[CH:7]2.[N+:12]([C:15]1[CH:20]=[C:19]([C:21]([F:24])([F:23])[F:22])[CH:18]=[CH:17][C:16]=1[S:25](Cl)(=[O:27])=[O:26])([O-:14])=[O:13], predict the reaction product. The product is: [N+:12]([C:15]1[CH:20]=[C:19]([C:21]([F:22])([F:23])[F:24])[CH:18]=[CH:17][C:16]=1[S:25]([NH:1][C:2]1[CH:3]=[CH:4][CH:5]=[C:6]2[C:11]=1[N:10]=[CH:9][CH:8]=[CH:7]2)(=[O:27])=[O:26])([O-:14])=[O:13]. (5) The product is: [OH:1][CH2:2][CH2:3][N:4]([CH3:32])[C:5](=[O:31])[C:6]1[CH:11]=[CH:10][C:9]([CH:12]([C:24]2[CH:29]=[CH:28][CH:27]=[CH:26][C:25]=2[CH3:30])[CH2:13]/[C:14](=[N:34]\[OH:35])/[C:16]2[CH:21]=[CH:20][C:19](=[O:22])[N:18]([CH3:23])[CH:17]=2)=[CH:8][CH:7]=1. Given the reactants [OH:1][CH2:2][CH2:3][N:4]([CH3:32])[C:5](=[O:31])[C:6]1[CH:11]=[CH:10][C:9]([CH:12]([C:24]2[CH:29]=[CH:28][CH:27]=[CH:26][C:25]=2[CH3:30])[CH2:13][C:14]([C:16]2[CH:21]=[CH:20][C:19](=[O:22])[N:18]([CH3:23])[CH:17]=2)=O)=[CH:8][CH:7]=1.Cl.[NH2:34][OH:35].C([O-])(O)=O.[Na+], predict the reaction product. (6) Given the reactants C([O:5][C:6](=[O:31])[C@@H:7]([CH:28]([CH3:30])[CH3:29])[N:8]([CH2:23][CH2:24][CH:25]([CH3:27])[CH3:26])[S:9]([C:12]1[CH:21]=[CH:20][C:19]2[C:14](=[CH:15][CH:16]=[C:17]([OH:22])[CH:18]=2)[CH:13]=1)(=[O:11])=[O:10])(C)(C)C, predict the reaction product. The product is: [CH2:23]([N:8]([S:9]([C:12]1[CH:21]=[CH:20][C:19]2[C:14](=[CH:15][CH:16]=[C:17]([OH:22])[CH:18]=2)[CH:13]=1)(=[O:11])=[O:10])[C@@H:7]([C:6]([OH:31])=[O:5])[CH:28]([CH3:30])[CH3:29])[CH2:24][CH:25]([CH3:27])[CH3:26].